This data is from Full USPTO retrosynthesis dataset with 1.9M reactions from patents (1976-2016). The task is: Predict the reactants needed to synthesize the given product. (1) Given the product [N:29]([CH2:12][CH:13]1[CH2:17][C:16]2[CH:18]=[CH:19][CH:20]=[C:21]([C:22]3[CH:27]=[CH:26][C:25]([CH3:28])=[CH:24][CH:23]=3)[C:15]=2[O:14]1)=[N+:30]=[N-:31], predict the reactants needed to synthesize it. The reactants are: CC1C=CC(S(O[CH2:12][CH:13]2[CH2:17][C:16]3[CH:18]=[CH:19][CH:20]=[C:21]([C:22]4[CH:27]=[CH:26][C:25]([CH3:28])=[CH:24][CH:23]=4)[C:15]=3[O:14]2)(=O)=O)=CC=1.[N-:29]=[N+:30]=[N-:31].[Na+]. (2) Given the product [CH:1]1([CH2:4][O:5][C:6]2[CH:7]=[C:8]([C:12]3[C:20]4[C:15](=[CH:16][CH:17]=[C:18]([O:21][CH2:22][CH2:23][O:24][CH2:41][CH3:42])[CH:19]=4)[N:14]([CH2:25][C:26]4[CH:31]=[CH:30][CH:29]=[C:28]([O:32][CH3:33])[CH:27]=4)[C:13]=3[C:34]([O:36][CH2:37][CH3:38])=[O:35])[CH:9]=[CH:10][CH:11]=2)[CH2:3][CH2:2]1, predict the reactants needed to synthesize it. The reactants are: [CH:1]1([CH2:4][O:5][C:6]2[CH:7]=[C:8]([C:12]3[C:20]4[C:15](=[CH:16][CH:17]=[C:18]([O:21][CH2:22][CH2:23][OH:24])[CH:19]=4)[N:14]([CH2:25][C:26]4[CH:31]=[CH:30][CH:29]=[C:28]([O:32][CH3:33])[CH:27]=4)[C:13]=3[C:34]([O:36][CH2:37][CH3:38])=[O:35])[CH:9]=[CH:10][CH:11]=2)[CH2:3][CH2:2]1.[H-].[Na+].[CH2:41](I)[CH3:42]. (3) Given the product [F:9][C:8]([F:11])([F:10])[C:7]([C:4]1[S:5][CH:6]=[C:2]([C:20]2[CH:21]=[C:16]([CH:17]=[CH:18][CH:19]=2)[C:13]([OH:15])=[O:14])[CH:3]=1)=[O:12], predict the reactants needed to synthesize it. The reactants are: Br[C:2]1[CH:3]=[C:4]([C:7](=[O:12])[C:8]([F:11])([F:10])[F:9])[S:5][CH:6]=1.[C:13]([C:16]1[CH:17]=[C:18](B(O)O)[CH:19]=[CH:20][CH:21]=1)([OH:15])=[O:14]. (4) The reactants are: [F:1][C:2]1[CH:3]=[C:4]([C:8]2[CH:9]=[C:10]3[C:14](=[C:15]([C:17]([NH2:19])=[O:18])[CH:16]=2)[NH:13][N:12]=[C:11]3[CH:20]2[CH2:25][CH2:24][NH:23][CH2:22][CH2:21]2)[CH:5]=[CH:6][CH:7]=1.Cl[CH2:27][CH2:28][S:29](Cl)(=[O:31])=[O:30].C(N(CC)CC)C.C([O-])([O-])=O.[K+].[K+].[CH:46]1([NH2:51])[CH2:50][CH2:49][CH2:48][CH2:47]1. Given the product [CH:46]1([NH:51][CH2:27][CH2:28][S:29]([N:23]2[CH2:24][CH2:25][CH:20]([C:11]3[C:10]4[C:14](=[C:15]([C:17]([NH2:19])=[O:18])[CH:16]=[C:8]([C:4]5[CH:5]=[CH:6][CH:7]=[C:2]([F:1])[CH:3]=5)[CH:9]=4)[NH:13][N:12]=3)[CH2:21][CH2:22]2)(=[O:31])=[O:30])[CH2:50][CH2:49][CH2:48][CH2:47]1, predict the reactants needed to synthesize it.